Task: Regression. Given two drug SMILES strings and cell line genomic features, predict the synergy score measuring deviation from expected non-interaction effect.. Dataset: NCI-60 drug combinations with 297,098 pairs across 59 cell lines (1) Drug 1: C1CC(C1)(C(=O)O)C(=O)O.[NH2-].[NH2-].[Pt+2]. Drug 2: CC(C)CN1C=NC2=C1C3=CC=CC=C3N=C2N. Cell line: OVCAR3. Synergy scores: CSS=8.43, Synergy_ZIP=2.77, Synergy_Bliss=8.50, Synergy_Loewe=3.26, Synergy_HSA=3.23. (2) Drug 1: CS(=O)(=O)C1=CC(=C(C=C1)C(=O)NC2=CC(=C(C=C2)Cl)C3=CC=CC=N3)Cl. Drug 2: CS(=O)(=O)OCCCCOS(=O)(=O)C. Cell line: ACHN. Synergy scores: CSS=18.6, Synergy_ZIP=2.01, Synergy_Bliss=-4.75, Synergy_Loewe=-9.25, Synergy_HSA=-6.22. (3) Drug 1: CCC1(CC2CC(C3=C(CCN(C2)C1)C4=CC=CC=C4N3)(C5=C(C=C6C(=C5)C78CCN9C7C(C=CC9)(C(C(C8N6C)(C(=O)OC)O)OC(=O)C)CC)OC)C(=O)OC)O.OS(=O)(=O)O. Drug 2: CC12CCC3C(C1CCC2O)C(CC4=C3C=CC(=C4)O)CCCCCCCCCS(=O)CCCC(C(F)(F)F)(F)F. Cell line: SK-OV-3. Synergy scores: CSS=-0.519, Synergy_ZIP=-0.0436, Synergy_Bliss=0.529, Synergy_Loewe=-4.28, Synergy_HSA=-0.193. (4) Drug 1: C1=CC(=C2C(=C1NCCNCCO)C(=O)C3=C(C=CC(=C3C2=O)O)O)NCCNCCO. Drug 2: CS(=O)(=O)OCCCCOS(=O)(=O)C. Cell line: SR. Synergy scores: CSS=83.1, Synergy_ZIP=2.74, Synergy_Bliss=3.85, Synergy_Loewe=-0.205, Synergy_HSA=5.72. (5) Drug 1: C1=CC(=CC=C1CCCC(=O)O)N(CCCl)CCCl. Drug 2: C1CCC(C(C1)N)N.C(=O)(C(=O)[O-])[O-].[Pt+4]. Cell line: T-47D. Synergy scores: CSS=24.0, Synergy_ZIP=-8.45, Synergy_Bliss=-6.91, Synergy_Loewe=-4.81, Synergy_HSA=-4.43.